Dataset: Peptide-MHC class I binding affinity with 185,985 pairs from IEDB/IMGT. Task: Regression. Given a peptide amino acid sequence and an MHC pseudo amino acid sequence, predict their binding affinity value. This is MHC class I binding data. (1) The peptide sequence is IIPSSIPVST. The MHC is HLA-A02:01 with pseudo-sequence HLA-A02:01. The binding affinity (normalized) is 0.0993. (2) The peptide sequence is RPLMKNTYL. The MHC is HLA-A02:06 with pseudo-sequence HLA-A02:06. The binding affinity (normalized) is 0.0847. (3) The peptide sequence is SCINGQCPY. The MHC is HLA-A02:16 with pseudo-sequence HLA-A02:16. The binding affinity (normalized) is 0.0847. (4) The peptide sequence is FADINGKLY. The MHC is HLA-A29:02 with pseudo-sequence HLA-A29:02. The binding affinity (normalized) is 0.738. (5) The peptide sequence is HEVNGTWMI. The MHC is HLA-B45:06 with pseudo-sequence HLA-B45:06. The binding affinity (normalized) is 0.213. (6) The MHC is HLA-A02:01 with pseudo-sequence HLA-A02:01. The peptide sequence is YVLHFACLV. The binding affinity (normalized) is 0.812.